This data is from Forward reaction prediction with 1.9M reactions from USPTO patents (1976-2016). The task is: Predict the product of the given reaction. (1) Given the reactants Br[C:2]1[CH:3]=[CH:4][C:5]([F:19])=[C:6]([S:8][CH:9]2[CH2:14][CH2:13][CH:12]([C:15]([O:17][CH3:18])=[O:16])[CH2:11][CH2:10]2)[CH:7]=1.[C:20](=[O:23])([O-])[O-].[Na+].[Na+].CC1(C)C2C(=C(P(C3C=CC=CC=3)C3C=CC=CC=3)C=CC=2)OC2C(P(C3C=CC=CC=3)C3C=CC=CC=3)=CC=CC1=2.[Cl:68][C:69]1[CH:70]=[C:71]([CH:73]=[CH:74][C:75]=1[F:76])[NH2:72], predict the reaction product. The product is: [Cl:68][C:69]1[CH:70]=[C:71]([NH:72][C:20]([C:2]2[CH:3]=[CH:4][C:5]([F:19])=[C:6]([S:8][CH:9]3[CH2:14][CH2:13][CH:12]([C:15]([O:17][CH3:18])=[O:16])[CH2:11][CH2:10]3)[CH:7]=2)=[O:23])[CH:73]=[CH:74][C:75]=1[F:76]. (2) Given the reactants [C:1]([O:5][C:6](=[O:20])[NH:7][C:8]1[CH:13]=[CH:12][C:11]([N:14]2[CH:18]=[CH:17][CH:16]=[CH:15]2)=[CH:10][C:9]=1[NH2:19])([CH3:4])([CH3:3])[CH3:2].[N:21]1([C:26]2[CH:27]=[C:28]([C:32]3[O:37]C(C)(C)[O:35][C:34](=O)[CH:33]=3)[CH:29]=[CH:30][CH:31]=2)[CH:25]=[CH:24][N:23]=[CH:22]1, predict the reaction product. The product is: [C:1]([O:5][C:6](=[O:20])[NH:7][C:8]1[CH:13]=[CH:12][C:11]([N:14]2[CH:15]=[CH:16][CH:17]=[CH:18]2)=[CH:10][C:9]=1[NH:19][C:34](=[O:35])[CH2:33][C:32]([C:28]1[CH:29]=[CH:30][CH:31]=[C:26]([N:21]2[CH:25]=[CH:24][N:23]=[CH:22]2)[CH:27]=1)=[O:37])([CH3:4])([CH3:2])[CH3:3]. (3) Given the reactants [OH:1][C:2]1[C:7]([OH:8])=[CH:6][CH:5]=[CH:4][N:3]=1.[NH2:9][C:10]1[CH:15]=[CH:14][CH:13]=[CH:12][CH:11]=1.C([C:19]1[CH:25]=[CH:24][C:22]([NH2:23])=[CH:21][CH:20]=1)(=O)C, predict the reaction product. The product is: [C:10]1([NH:9][C:5]2[C:4]([NH:23][C:22]3[CH:24]=[CH:25][CH:19]=[CH:20][CH:21]=3)=[N:3][C:2](=[O:1])[C:7](=[O:8])[CH:6]=2)[CH:15]=[CH:14][CH:13]=[CH:12][CH:11]=1. (4) Given the reactants [CH3:1][N:2]([CH3:8])[C:3](=O)[N:4]([CH3:6])[CH3:5].C(Cl)(=O)C(Cl)=O.[CH2:15]([NH2:19])[CH2:16][CH2:17][CH3:18], predict the reaction product. The product is: [CH3:1][N:2]([CH3:8])[C:3]([N:4]([CH3:6])[CH3:5])=[N:19][CH2:15][CH2:16][CH2:17][CH3:18]. (5) Given the reactants Cl[C:2]1[C:11]2[C:6](=[CH:7][C:8]([O:14][CH2:15][CH2:16][CH2:17][N:18]3[CH2:22][CH2:21][CH2:20][CH2:19]3)=[C:9]([C:12]#[N:13])[CH:10]=2)[N:5]=[CH:4][CH:3]=1.C(=O)([O-])[O-].[K+].[K+].[CH3:29][C:30]1[C:38]2[C:33](=[CH:34][CH:35]=[C:36]([OH:39])[CH:37]=2)[NH:32][CH:31]=1, predict the reaction product. The product is: [C:12]([C:9]1[CH:10]=[C:11]2[C:6](=[CH:7][C:8]=1[O:14][CH2:15][CH2:16][CH2:17][N:18]1[CH2:22][CH2:21][CH2:20][CH2:19]1)[N:5]=[CH:4][CH:3]=[C:2]2[O:39][C:36]1[CH:37]=[C:38]2[C:33](=[CH:34][CH:35]=1)[NH:32][CH:31]=[C:30]2[CH3:29])#[N:13].